The task is: Predict the reactants needed to synthesize the given product.. This data is from Full USPTO retrosynthesis dataset with 1.9M reactions from patents (1976-2016). (1) Given the product [CH3:30][N:18]([CH:15]1[CH2:16][CH2:17][NH:12][CH2:13][CH2:14]1)[C:19]([C:21]1[CH:22]=[C:23]2[C:27](=[CH:28][CH:29]=1)[NH:26][N:25]=[CH:24]2)=[O:20], predict the reactants needed to synthesize it. The reactants are: C([O-])=O.[NH4+].C([N:12]1[CH2:17][CH2:16][CH:15]([N:18]([CH3:30])[C:19]([C:21]2[CH:22]=[C:23]3[C:27](=[CH:28][CH:29]=2)[NH:26][N:25]=[CH:24]3)=[O:20])[CH2:14][CH2:13]1)C1C=CC=CC=1. (2) Given the product [F:37][C:32]1[CH:33]=[CH:34][CH:35]=[CH:36][C:31]=1[CH2:30][N:27]1[C:25]2=[N:26][C:21]([NH:44][C:42]3[CH:43]=[N:39][NH:40][CH:41]=3)=[N:22][CH:23]=[C:24]2[CH:29]=[N:28]1, predict the reactants needed to synthesize it. The reactants are: BrCC1C=CC=CC=1F.ClC1N=C2NN=CC2=CN=1.Cl[C:21]1[N:26]=[C:25]2[N:27]([CH2:30][C:31]3[CH:36]=[CH:35][CH:34]=[CH:33][C:32]=3[F:37])[N:28]=[CH:29][C:24]2=[CH:23][N:22]=1.C[N:39]1[CH:43]=[C:42]([NH2:44])[CH:41]=[N:40]1. (3) Given the product [Br:1][C:2]1[CH:3]=[C:4]2[C:12](=[CH:13][CH:14]=1)[N:11]([C:15]1[CH:20]=[CH:19][C:18]([N+:21]([O-:23])=[O:22])=[CH:17][C:16]=1[CH3:24])[C:10]1[CH:9]=[CH:8][CH:7]=[C:6]([C:25]([OH:27])=[O:26])[C:5]2=1, predict the reactants needed to synthesize it. The reactants are: [Br:1][C:2]1[CH:3]=[C:4]2[C:12](=[CH:13][CH:14]=1)[N:11]([C:15]1[CH:20]=[CH:19][C:18]([N+:21]([O-:23])=[O:22])=[CH:17][C:16]=1[CH3:24])[C:10]1[CH:9]=[CH:8][CH:7]=[C:6]([C:25]([O:27]C)=[O:26])[C:5]2=1.[OH-].[Na+]. (4) Given the product [Cl:27][C:24]1[CH:25]=[CH:26][C:21]([S:20][C:4]2[C:3]3[C:2]([C:33]4[S:34][CH:35]=[CH:36][C:37]=4[CH3:38])=[CH:10][C:9]([F:11])=[CH:8][C:7]=3[N:6]3[CH2:12][CH2:13][CH:14]([CH2:15][C:16]([OH:18])=[O:17])[C:5]=23)=[CH:22][CH:23]=1, predict the reactants needed to synthesize it. The reactants are: Br[C:2]1[C:3]2[C:4]([S:20][C:21]3[CH:26]=[CH:25][C:24]([Cl:27])=[CH:23][CH:22]=3)=[C:5]3[CH:14]([CH2:15][C:16]([O:18]C)=[O:17])[CH2:13][CH2:12][N:6]3[C:7]=2[CH:8]=[C:9]([F:11])[CH:10]=1.C([Sn](CCCC)(CCCC)[C:33]1[S:34][CH:35]=[CH:36][C:37]=1[CH3:38])CCC. (5) Given the product [Cl:1][C:2]1[CH:3]=[C:4]([C@@H:8]2[NH:13][C:14]3[NH:15][C:16](=[O:23])[N:17]([CH2:21][CH3:22])[C:18](=[O:20])[C:19]=3[C:10](=[O:12])[CH2:9]2)[CH:5]=[CH:6][CH:7]=1, predict the reactants needed to synthesize it. The reactants are: [Cl:1][C:2]1[CH:3]=[C:4]([C@H:8]([NH:13][C:14]2[NH:15][C:16](=[O:23])[N:17]([CH2:21][CH3:22])[C:18](=[O:20])[CH:19]=2)[CH2:9][C:10]([OH:12])=O)[CH:5]=[CH:6][CH:7]=1. (6) Given the product [P:15]([C:10]1[CH:11]=[CH:2][CH:3]=[CH:4][C:5]=1[C:6]([O:8][CH3:9])=[O:7])([OH:17])([OH:16])=[O:14], predict the reactants needed to synthesize it. The reactants are: O[C:2]1[CH:11]=[CH:10][C:5]([C:6]([O:8][CH3:9])=[O:7])=[CH:4][CH:3]=1.C([O:14][P:15](COS(C(F)(F)F)(=O)=O)([O:17]CC)=[O:16])C. (7) Given the product [NH2:18][CH:2]([C:6]12[CH2:15][CH:10]3[CH2:11][CH:12]([CH2:14][C:8]([OH:16])([CH2:9]3)[CH2:7]1)[CH2:13]2)[C:3]([OH:5])=[O:4], predict the reactants needed to synthesize it. The reactants are: Br[CH:2]([C:6]12[CH2:15][CH:10]3[CH2:11][CH:12]([CH2:14][C:8]([OH:16])([CH2:9]3)[CH2:7]1)[CH2:13]2)[C:3]([OH:5])=[O:4].[OH-].[NH4+:18]. (8) Given the product [OH:2][C:3]1[CH:8]=[CH:7][C:6]([C:9]2[N:13]=[C:12]([C:14]3[CH:19]=[C:18]([OH:30])[CH:17]=[CH:16][CH:15]=3)[S:11][N:10]=2)=[CH:5][CH:4]=1, predict the reactants needed to synthesize it. The reactants are: C[O:2][C:3]1[CH:8]=[CH:7][C:6]([C:9]2[N:13]=[C:12]([C:14]3[CH:19]=[CH:18][C:17](OC)=[CH:16][CH:15]=3)[S:11][N:10]=2)=[CH:5][CH:4]=1.CCCCCC.C(OCC)(=[O:30])C. (9) The reactants are: [Br:1][C:2]1[CH:3]=[N:4][C:5]([NH2:8])=[N:6][CH:7]=1.[Cl:9][CH2:10][C:11](=O)[CH2:12]Cl. Given the product [Br:1][C:2]1[CH:3]=[N:4][C:5]2[N:6]([CH:12]=[C:11]([CH2:10][Cl:9])[N:8]=2)[CH:7]=1, predict the reactants needed to synthesize it.